This data is from Forward reaction prediction with 1.9M reactions from USPTO patents (1976-2016). The task is: Predict the product of the given reaction. (1) Given the reactants [Cl:1][C:2]1[C:3]([Cl:22])=[CH:4][C:5]2[CH2:11][S:10](=[O:13])(=[O:12])[NH:9][N:8]=[C:7]([C:14]3[CH:19]=[CH:18][C:17]([F:20])=[CH:16][CH:15]=3)[C:6]=2[CH:21]=1.[CH2:23](I)[CH3:24], predict the reaction product. The product is: [Cl:1][C:2]1[C:3]([Cl:22])=[CH:4][C:5]2[CH2:11][S:10](=[O:12])(=[O:13])[N:9]([CH2:23][CH3:24])[N:8]=[C:7]([C:14]3[CH:15]=[CH:16][C:17]([F:20])=[CH:18][CH:19]=3)[C:6]=2[CH:21]=1. (2) Given the reactants [C:1]([O:5][C:6](=[O:22])[NH:7][C:8]1[CH:13]=[C:12](Cl)[C:11]([C:15]([F:18])([F:17])[F:16])=[CH:10][C:9]=1[N+:19]([O-:21])=[O:20])([CH3:4])([CH3:3])[CH3:2].[CH:23]([NH:26][CH3:27])([CH3:25])[CH3:24].C(N(CC)CC)C, predict the reaction product. The product is: [C:1]([O:5][C:6](=[O:22])[NH:7][C:8]1[CH:13]=[C:12]([N:26]([CH:23]([CH3:25])[CH3:24])[CH3:27])[C:11]([C:15]([F:18])([F:17])[F:16])=[CH:10][C:9]=1[N+:19]([O-:21])=[O:20])([CH3:4])([CH3:3])[CH3:2]. (3) Given the reactants [CH3:1][O:2][C:3](=[O:30])[C:4]1[CH:9]=[CH:8][CH:7]=[CH:6][C:5]=1[C:10]([N:12]1[CH2:16][CH:15]([NH:17]S(C2C=CC=CC=2[N+]([O-])=O)(=O)=O)[CH2:14][O:13]1)=[O:11].C1(S)C=CC=CC=1.C([O-])([O-])=O.[K+].[K+].CO, predict the reaction product. The product is: [CH3:1][O:2][C:3](=[O:30])[C:4]1[CH:9]=[CH:8][CH:7]=[CH:6][C:5]=1[C:10]([N:12]1[CH2:16][CH:15]([NH2:17])[CH2:14][O:13]1)=[O:11]. (4) Given the reactants [Cl-].O[NH3+:3].[C:4](=[O:7])([O-])[OH:5].[Na+].CS(C)=O.[CH3:13][C:14]1([CH3:50])[CH2:18][C:17]2[CH:19]=[C:20]([N:23]3[C:28](=[O:29])[C:27]([CH2:30][C:31]4[CH:36]=[CH:35][C:34]([C:37]5[C:38]([C:43]#[N:44])=[CH:39][CH:40]=[CH:41][CH:42]=5)=[CH:33][C:32]=4[F:45])=[C:26]([CH2:46][CH2:47][CH3:48])[N:25]=[C:24]3[CH3:49])[CH:21]=[CH:22][C:16]=2[O:15]1, predict the reaction product. The product is: [CH3:13][C:14]1([CH3:50])[CH2:18][C:17]2[CH:19]=[C:20]([N:23]3[C:28](=[O:29])[C:27]([CH2:30][C:31]4[CH:36]=[CH:35][C:34]([C:37]5[CH:42]=[CH:41][CH:40]=[CH:39][C:38]=5[C:43]5[NH:3][C:4](=[O:7])[O:5][N:44]=5)=[CH:33][C:32]=4[F:45])=[C:26]([CH2:46][CH2:47][CH3:48])[N:25]=[C:24]3[CH3:49])[CH:21]=[CH:22][C:16]=2[O:15]1. (5) Given the reactants Cl[C:2]1[N:7]=[C:6]([NH:8][C@H:9]([C:11]2[CH:16]=[CH:15][C:14]([F:17])=[CH:13][CH:12]=2)[CH3:10])[N:5]=[C:4]([N:18]2[CH2:23][CH2:22][C:21]([CH2:25][OH:26])([OH:24])[CH2:20][CH2:19]2)[CH:3]=1.[NH2:27][C:28]1[CH:33]=[N:32][CH:31]=[CH:30][N:29]=1.C1(P(C2CCCCC2)C2C=CC=CC=2C2C(C(C)C)=CC(C(C)C)=CC=2C(C)C)CCCCC1.CC(C)([O-])C.[Na+], predict the reaction product. The product is: [F:17][C:14]1[CH:15]=[CH:16][C:11]([C@@H:9]([NH:8][C:6]2[N:5]=[C:4]([N:18]3[CH2:23][CH2:22][C:21]([CH2:25][OH:26])([OH:24])[CH2:20][CH2:19]3)[CH:3]=[C:2]([NH:27][C:28]3[CH:33]=[N:32][CH:31]=[CH:30][N:29]=3)[N:7]=2)[CH3:10])=[CH:12][CH:13]=1. (6) Given the reactants [CH2:1]([O:3][C:4]1[CH:5]=[C:6]([N:13]2[CH2:18][CH2:17][N:16]([CH2:19][CH2:20][CH3:21])[CH2:15][CH2:14]2)[CH:7]=[CH:8][C:9]=1[N+:10]([O-])=O)[CH3:2], predict the reaction product. The product is: [CH2:1]([O:3][C:4]1[CH:5]=[C:6]([N:13]2[CH2:18][CH2:17][N:16]([CH2:19][CH2:20][CH3:21])[CH2:15][CH2:14]2)[CH:7]=[CH:8][C:9]=1[NH2:10])[CH3:2].